This data is from Full USPTO retrosynthesis dataset with 1.9M reactions from patents (1976-2016). The task is: Predict the reactants needed to synthesize the given product. The reactants are: Cl.[O:2]1[CH2:6][CH2:5][CH:4]([NH:7][OH:8])[CH2:3]1.[Cl:9][C:10]1[C:15]([Cl:16])=[C:14]([S:17]([OH:20])(=[O:19])=[O:18])[N:13]=[C:12]([S:21]([OH:24])(=[O:23])=[O:22])[C:11]=1[CH:25]=O. Given the product [O:2]1[CH2:6][CH2:5][CH:4]([N+:7]([O-:8])=[CH:25][C:11]2[C:12]([S:21]([OH:24])(=[O:23])=[O:22])=[N:13][C:14]([S:17]([OH:20])(=[O:19])=[O:18])=[C:15]([Cl:16])[C:10]=2[Cl:9])[CH2:3]1, predict the reactants needed to synthesize it.